From a dataset of Reaction yield outcomes from USPTO patents with 853,638 reactions. Predict the reaction yield, written as a fraction of the theoretical maximum amount of product (1.0 means a 100% yield; for example, 0.34 means a 34% yield). (1) The reactants are [CH3:1][O:2][C:3]1[CH:8]=[CH:7][C:6]([CH2:9][O:10][C:11]2[CH:16]=[CH:15][C:14]([CH:17]=[C:18]3[C:23](=[O:24])[O:22]C(C)(C)OC3=O)=[CH:13][CH:12]=2)=[CH:5][CH:4]=1.[C:28]([Mg]Br)#[C:29][CH3:30]. The catalyst is C1COCC1. The product is [CH3:1][O:2][C:3]1[CH:4]=[CH:5][C:6]([CH2:9][O:10][C:11]2[CH:12]=[CH:13][C:14]([CH:17]([C:28]#[C:29][CH3:30])[CH2:18][C:23]([OH:22])=[O:24])=[CH:15][CH:16]=2)=[CH:7][CH:8]=1. The yield is 0.780. (2) The catalyst is CO.N1C=CC=CC=1. The reactants are [Br:1][C:2]1[N:3]=[CH:4][C:5]([NH:8][C:9](=[O:29])[CH:10]([C:18]2[CH:23]=[CH:22][C:21]([S:24]([CH3:27])(=[O:26])=[O:25])=[C:20]([Cl:28])[CH:19]=2)[CH2:11][CH:12]2[CH2:16][CH2:15][C:14](=O)[CH2:13]2)=[N:6][CH:7]=1.Cl.[CH3:31][O:32][NH2:33]. The yield is 0.780. The product is [Br:1][C:2]1[N:3]=[CH:4][C:5]([NH:8][C:9](=[O:29])[CH:10]([C:18]2[CH:23]=[CH:22][C:21]([S:24]([CH3:27])(=[O:25])=[O:26])=[C:20]([Cl:28])[CH:19]=2)[CH2:11][CH:12]2[CH2:16][CH2:15][C:14](=[N:33][O:32][CH3:31])[CH2:13]2)=[N:6][CH:7]=1. (3) The reactants are [H-].[H-].[H-].[H-].[Li+].[Al+3].[CH2:7]([O:14][C:15]1[N:20]=[CH:19][C:18]([C:21]2[CH:26]=[CH:25][C:24]([CH2:27][C:28]([NH:30][C:31]3[CH:36]=[CH:35][C:34]([CH2:37][C:38]([CH3:45])([CH3:44])[C:39](OCC)=[O:40])=[C:33]([C:46]([F:49])([F:48])[F:47])[CH:32]=3)=[O:29])=[C:23]([F:50])[CH:22]=2)=[C:17]([O:51][CH2:52][CH3:53])[CH:16]=1)[C:8]1[CH:13]=[CH:12][CH:11]=[CH:10][CH:9]=1. The catalyst is C1COCC1. The product is [CH2:7]([O:14][C:15]1[N:20]=[CH:19][C:18]([C:21]2[CH:26]=[CH:25][C:24]([CH2:27][C:28]([NH:30][C:31]3[CH:36]=[CH:35][C:34]([CH2:37][C:38]([CH3:45])([CH3:44])[CH2:39][OH:40])=[C:33]([C:46]([F:47])([F:49])[F:48])[CH:32]=3)=[O:29])=[C:23]([F:50])[CH:22]=2)=[C:17]([O:51][CH2:52][CH3:53])[CH:16]=1)[C:8]1[CH:9]=[CH:10][CH:11]=[CH:12][CH:13]=1. The yield is 0.209. (4) The reactants are Br[C:2]1[CH:31]=[CH:30][C:5]2[C:6]3[N:7]([CH:11]=[C:12]([C:14]4[N:18]([C:19]5[CH:24]=[CH:23][CH:22]=[CH:21][C:20]=5[Cl:25])[N:17]=[C:16]([NH:26][C:27](=[O:29])[OH:28])[N:15]=4)[N:13]=3)[CH2:8][CH2:9][O:10][C:4]=2[CH:3]=1.[Cl:32][C:33]1[CH:38]=[CH:37][C:36](B(O)O)=[CH:35][CH:34]=1.C([O-])([O-])=O.[Cs+].[Cs+]. The catalyst is O1CCOCC1.O.C1C=CC(P(C2C=CC=CC=2)[C-]2C=CC=C2)=CC=1.C1C=CC(P(C2C=CC=CC=2)[C-]2C=CC=C2)=CC=1.Cl[Pd]Cl.[Fe+2]. The product is [Cl:25][C:20]1[CH:21]=[CH:22][CH:23]=[CH:24][C:19]=1[N:18]1[C:14]([C:12]2[N:13]=[C:6]3[C:5]4[CH:30]=[CH:31][C:2]([C:36]5[CH:37]=[CH:38][C:33]([Cl:32])=[CH:34][CH:35]=5)=[CH:3][C:4]=4[O:10][CH2:9][CH2:8][N:7]3[CH:11]=2)=[N:15][C:16]([NH:26][C:27](=[O:29])[OH:28])=[N:17]1. The yield is 0.210. (5) The reactants are [Br:1][C:2]1[C:10]([O:11]C)=[CH:9][CH:8]=[C:7]2[C:3]=1[CH:4]=[CH:5][NH:6]2.B(Br)(Br)Br. The catalyst is ClCCl. The product is [Br:1][C:2]1[C:10]([OH:11])=[CH:9][CH:8]=[C:7]2[C:3]=1[CH:4]=[CH:5][NH:6]2. The yield is 0.550.